Predict the reactants needed to synthesize the given product. From a dataset of Full USPTO retrosynthesis dataset with 1.9M reactions from patents (1976-2016). (1) Given the product [NH2:21][C:18]1[N:19]=[CH:20][C:15]([C:12]2[N:13]=[CH:14][C:9]([C:24]3[CH:29]=[CH:28][CH:27]=[CH:26][C:25]=3[S:30]([NH:33][CH2:34][C@@H:35]([OH:37])[CH3:36])(=[O:32])=[O:31])=[CH:10][CH:11]=2)=[CH:16][N:17]=1, predict the reactants needed to synthesize it. The reactants are: CC1(C)C(C)(C)OB([C:9]2[CH:10]=[CH:11][C:12]([C:15]3[CH:16]=[N:17][C:18]([NH2:21])=[N:19][CH:20]=3)=[N:13][CH:14]=2)O1.Br[C:24]1[CH:29]=[CH:28][CH:27]=[CH:26][C:25]=1[S:30]([NH:33][CH2:34][C@@H:35]([OH:37])[CH3:36])(=[O:32])=[O:31]. (2) Given the product [CH3:1][O:2][C:3](=[O:30])[NH:4][CH:5]([C:9]([N:11]1[CH:15]([C:16]2[NH:17][C:18]([C:21]3[CH:26]=[CH:25][C:24]([C:58]#[C:57][C:54]4[CH:55]=[CH:56][C:51]([C:48]5[NH:47][C:46]([CH:42]6[CH2:43][CH2:44][CH2:45][N:41]6[C:39](=[O:40])[CH:35]([NH:34][C:33]([O:32][CH3:31])=[O:59])[CH:36]([CH3:38])[CH3:37])=[N:50][CH:49]=5)=[CH:52][CH:53]=4)=[CH:23][CH:22]=3)=[CH:19][N:20]=2)[C:14]([CH3:29])([CH3:28])[S:13][CH2:12]1)=[O:10])[CH:6]([CH3:8])[CH3:7], predict the reactants needed to synthesize it. The reactants are: [CH3:1][O:2][C:3](=[O:30])[NH:4][CH:5]([C:9]([N:11]1[CH:15]([C:16]2[NH:17][C:18]([C:21]3[CH:26]=[CH:25][C:24](Br)=[CH:23][CH:22]=3)=[CH:19][N:20]=2)[C:14]([CH3:29])([CH3:28])[S:13][CH2:12]1)=[O:10])[CH:6]([CH3:8])[CH3:7].[CH3:31][O:32][C:33](=[O:59])[NH:34][CH:35]([C:39]([N:41]1[CH2:45][CH2:44][CH2:43][CH:42]1[C:46]1[NH:47][C:48]([C:51]2[CH:56]=[CH:55][C:54]([C:57]#[CH:58])=[CH:53][CH:52]=2)=[CH:49][N:50]=1)=[O:40])[CH:36]([CH3:38])[CH3:37].C(N(CC)CC)C. (3) Given the product [CH3:10][C:4]1[CH:5]=[C:6]([O:9][CH2:13][C:14]2[CH:19]=[CH:18][CH:17]=[CH:16][CH:15]=2)[CH:7]=[CH:8][C:3]=1[CH2:2][OH:1], predict the reactants needed to synthesize it. The reactants are: [OH:1][CH2:2][C:3]1[CH:8]=[CH:7][C:6]([OH:9])=[CH:5][C:4]=1[CH3:10].[OH-].[Na+].[CH2:13](Br)[C:14]1[CH:19]=[CH:18][CH:17]=[CH:16][CH:15]=1. (4) Given the product [Cl:18][C:14]1[CH:15]=[CH:16][CH:17]=[C:12]([Cl:11])[C:13]=1[C:19]1[C:23]([CH2:24][O:10][C:6]2[CH:5]=[C:4]3[C:9](=[CH:8][CH:7]=2)[NH:1][CH:2]=[CH:3]3)=[C:22]([CH:26]([CH3:28])[CH3:27])[O:21][N:20]=1, predict the reactants needed to synthesize it. The reactants are: [NH:1]1[C:9]2[C:4](=[CH:5][C:6]([OH:10])=[CH:7][CH:8]=2)[CH:3]=[CH:2]1.[Cl:11][C:12]1[CH:17]=[CH:16][CH:15]=[C:14]([Cl:18])[C:13]=1[C:19]1[C:23]([CH2:24]O)=[C:22]([CH:26]([CH3:28])[CH3:27])[O:21][N:20]=1.C1(P(C2C=CC=CC=2)C2C=CC=CC=2)C=CC=CC=1.N(C(OC(C)C)=O)=NC(OC(C)C)=O. (5) Given the product [NH2:9][C:10]1[C:15]([I:16])=[C:14]([O:5][CH2:4][C:3]([O:7][CH3:8])=[O:6])[N:13]=[C:12]([S:18][CH3:19])[N:11]=1, predict the reactants needed to synthesize it. The reactants are: [H-].[Na+].[C:3]([O:7][CH3:8])(=[O:6])[CH2:4][OH:5].[NH2:9][C:10]1[C:15]([I:16])=[C:14](Cl)[N:13]=[C:12]([S:18][CH3:19])[N:11]=1.[Cl-].[NH4+].